This data is from Experimentally validated miRNA-target interactions with 360,000+ pairs, plus equal number of negative samples. The task is: Binary Classification. Given a miRNA mature sequence and a target amino acid sequence, predict their likelihood of interaction. (1) The miRNA is hsa-miR-3157-5p with sequence UUCAGCCAGGCUAGUGCAGUCU. The protein sequence of the target gene is MALWRGGGALGLLLLSAACLIPPSAQVRRLARCPATCSCTKESIICVGSSWVPRIVPGDISSLSLVNGTFLEIKDRMFSHLPSLQLLLLNSNSFTVIRDDAFAGLFHLEYLFIEGNKIETISRNAFRGLRDLTHLDLRGNKFECDCKAKWLYLWLKMTNSTVSDVLCIGPPEYQEKKLNEVTSFDYECTTTGPQTDEAKQRGWQLELSLGFCELIFVFQHPLSDFVVHQTLPYQSVSVDTFNSKNDVYVAIAQPSMENCMVLEWDHIEMNFRSYDNITGQSIVGCKAILIDDQVFVVVAQ.... Result: 0 (no interaction). (2) The miRNA is dme-miR-5-5p with sequence AAAGGAACGAUCGUUGUGAUAUG. The protein sequence of the target gene is MAQVDSQDRWGEASPLSSLTEEAHDTQMLSMNLESDDEDGGEAEKEGTADPVACPRGSSPVTHENPDLPWPHPLGKEEEKFSDSSSAGGMGQKPVEMSGKASWSRDVTKINETQGSPGASRALGSLPSGLAHKLLGQMQPLGDRLPAGDDGYSGANQDAVLDVPPSFPSNGKYLCAHKSVDTSAGNSSLLCFPRPGSNWDLPTQETHTPAQASATPASLAAAVLAKARNSRKVQNQAGRREGGEAEARPYRCLRGGRAFQKPSKPLSPAETRGGAAKRYACELCGKAYSHRGTLQQHRRL.... Result: 0 (no interaction). (3) The miRNA is hsa-miR-5681b with sequence AGGUAUUGCCACCCUUUCUAGU. The protein sequence of the target gene is MTGQGQSASGSSAWSTVFRHVRYENLIAGVSGGVLSNLALHPLDLVKIRFAVSDGLELRPKYNGILHCLTTIWKLDGLRGLYQGVTPNIWGAGLSWGLYFFFYNAIKSYKTEGRAERLEATEYLVSAAEAGAMTLCITNPLWVTKTRLMLQYDAVVNSPHRQYKGMFDTLVKIYKYEGVRGLYKGFVPGLFGTSHGALQFMAYELLKLKYNQHINRLPEAQLSTVEYISVAALSKIFAVAATYPYQVVRARLQDQHMFYSGVIDVITKTWRKEGVGGFYKGIAPNLIRVTPACCITFVVY.... Result: 1 (interaction). (4) The protein sequence of the target gene is MSAWAAASLSRAAARCLLARGPGVRAAPPRDPRPSHPEPRGCGAAPGRTLHFTAAVPAGHNKWSKVRHIKGPKDVERSRIFSKLCLNIRLAVKEGGPNPEHNSNLANILEVCRSKHMPKSTIETALKMEKSKDTYLLYEGRGPGGSSLLIEALSNSSHKCQADIRHILNKNGGVMAVGARHSFDKKGVIVVEVEDREKKAVNLERALEMAIEAGAEDVKETEDEEERNVFKFICDASSLHQVRKKLDSLGLCSVSCALEFIPNSKVQLAEPDLEQAAHLIQALSNHEDVIHVYDNIE. The miRNA is hsa-miR-6510-3p with sequence CACCGACUCUGUCUCCUGCAG. Result: 1 (interaction). (5) The miRNA is hsa-miR-335-5p with sequence UCAAGAGCAAUAACGAAAAAUGU. The protein sequence of the target gene is MYAAVEHGPVLCSDSNILCLSWKGRVPKSEKEKPVCRRRYYEEGWLATGNGRGVVGVTFTSSHCRRDRSTPQRINFNLRGHNSEVVLVRWNEPYQKLATCDADGGIFVWIQYEGRWSVELVNDRGAQVSDFTWSHDGTQALISYRDGFVLVGSVSGQRHWSSEINLESQITCGIWTPDDQQVLFGTADGQVIVMDCHGRMLAHVLLHESDGVLGMSWNYPIFLVEDSSESDTDSDDYAPPQDGPAAYPIPVQNIKPLLTVSFTSGDISLMNNYDDLSPTVIRSGLKEVVAQWCTQGDLLA.... Result: 1 (interaction). (6) The miRNA is hsa-miR-6789-5p with sequence GUAGGGGCGUCCCGGGCGCGCGGG. The protein sequence of the target gene is MHSLDEPLDLKLSITKLRAAREKRERTLGVVRPRALHRELGLVDDSPTPGSPGSPPSGFLLNSKFPEKVEGRFSAAPLVDLSLSPPSGLDSPNGSSSLSPERQGNGDLPPVPSASDFQPLRYLDGVPSSFQFFLPLGSGGALHLPASSFLTPPKDKCLSPDLPLPKQLVCRWAKCNQLFELLQDLVDHVNDYHVKPEKDAGYCCHWEGCARHGRGFNARYKMLIHIRTHTNEKPHRCPTCSKSFSRLENLKIHNRSHTGEKPYVCPYEGCNKRYSNSSDRFKHTRTHYVDKPYYCKMPGC.... Result: 1 (interaction). (7) The miRNA is hsa-miR-6821-5p with sequence GUGCGUGGUGGCUCGAGGCGGGG. The protein sequence of the target gene is MSEVNRESLEAILPQLKCHFTWNLFREGSMSSHMEDRVCNQVEHLNSEEKATMYDLLAYIKHLDGESKAALECLGQAEDLRKSEHNDQSEIRRLVTWGNYAWIYYHMGRLSEAQAYVDKVRQVCQKFANPYSMECPELECEEGWTRLKCGRNERAKMCFEKALEEKPKDPECSSGMAIAMFRLEEKPEKQFSVDALKQAMELNPQNQYLKVLLALKLLRMGEEAEGERLIKDALGKAPNQTDVLQKAAQFYKKKGNLDRAIELLGKALRSTVNNSPLYSLVMCRYREILEQLQNKGDADS.... Result: 0 (no interaction).